Dataset: Catalyst prediction with 721,799 reactions and 888 catalyst types from USPTO. Task: Predict which catalyst facilitates the given reaction. (1) The catalyst class is: 113. Product: [OH:4][C:3]1[CH:5]=[CH:6][CH:7]=[CH:8][C:2]=1[C:1]1[N:15]([C:16]2[CH:21]=[CH:20][C:19]([CH:22]([CH3:24])[CH3:23])=[CH:18][CH:17]=2)[C:13](=[O:14])[C:12]([CH3:11])=[C:25]([CH3:26])[N:10]=1. Reactant: [C:1]([NH2:10])(=O)[C:2]1[C:3](=[CH:5][CH:6]=[CH:7][CH:8]=1)[OH:4].[CH3:11][CH:12]([C:25](=O)[CH3:26])[C:13]([NH:15][C:16]1[CH:21]=[CH:20][C:19]([CH:22]([CH3:24])[CH3:23])=[CH:18][CH:17]=1)=[O:14]. (2) Reactant: N[C:2]1[C:10]2[CH:9]=[C:8](C(OC)=O)[S:7][C:6]=2[CH:5]=CC=1.[CH3:15]I.[C:17](=[O:20])([O-])[O-:18].[K+].[K+].[C:23](#[N:25])C.C(O[CH2:30][CH3:31])(=O)C. Product: [CH3:15][N:25]([CH3:23])[C:31]1[C:30]2[CH:5]=[C:6]([C:17]([OH:18])=[O:20])[S:7][C:8]=2[CH:9]=[CH:10][CH:2]=1. The catalyst class is: 6. (3) Reactant: [C:1]([O:5][C:6](=[O:27])[NH:7][C:8]1[CH:17]=[C:16]([O:18][CH2:19][C:20]2[CH:25]=[CH:24][CH:23]=[CH:22][CH:21]=2)[C:15]2[C:10](=[CH:11][CH:12]=[CH:13][C:14]=2[Br:26])[CH:9]=1)([CH3:4])([CH3:3])[CH3:2].CC1C=CC(S(O)(=O)=O)=CC=1.[I:39]NC(=O)CCC(N)=O. Product: [C:1]([O:5][C:6](=[O:27])[NH:7][C:8]1[CH:17]=[C:16]([O:18][CH2:19][C:20]2[CH:21]=[CH:22][CH:23]=[CH:24][CH:25]=2)[C:15]2[C:10](=[CH:11][CH:12]=[CH:13][C:14]=2[Br:26])[C:9]=1[I:39])([CH3:4])([CH3:2])[CH3:3]. The catalyst class is: 1. (4) Reactant: [NH2:1][C:2]1[CH:3]=[C:4]([CH:21]=[CH:22][CH:23]=1)[O:5][C:6]1[CH:7]=[CH:8][C:9]2[N:10]([CH:12]=[C:13]([NH:15][C:16]([CH:18]3[CH2:20][CH2:19]3)=[O:17])[N:14]=2)[CH:11]=1.[N:24]([CH:27]([CH3:29])[CH3:28])=[C:25]=[O:26].N1C=CC=CC=1. Product: [CH:27]([NH:24][C:25]([NH:1][C:2]1[CH:3]=[C:4]([CH:21]=[CH:22][CH:23]=1)[O:5][C:6]1[CH:7]=[CH:8][C:9]2[N:10]([CH:12]=[C:13]([NH:15][C:16]([CH:18]3[CH2:20][CH2:19]3)=[O:17])[N:14]=2)[CH:11]=1)=[O:26])([CH3:29])[CH3:28]. The catalyst class is: 662. (5) Reactant: [Br:1][C:2]1[CH:7]=[CH:6][C:5]([CH:8](C(OC)=O)[C:9]([O:11]C)=[O:10])=[C:4]([N+:17]([O-:19])=[O:18])[CH:3]=1. Product: [Br:1][C:2]1[CH:7]=[CH:6][C:5]([CH2:8][C:9]([OH:11])=[O:10])=[C:4]([N+:17]([O-:19])=[O:18])[CH:3]=1. The catalyst class is: 33. (6) Reactant: Cl.[Cl:2][C:3]([Cl:51])([Cl:50])[C:4]([O:7][C:8]([N:10]1[C@H:15]2[C:16]([C:38]([O:40][CH2:41][CH3:42])=[O:39])=[C:17]([C:19]3[CH:20]=[N:21][C:22]([O:25][CH2:26][CH2:27][O:28][C:29]4[C:34]([Cl:35])=[CH:33][C:32]([CH3:36])=[CH:31][C:30]=4[Cl:37])=[CH:23][CH:24]=3)[CH2:18][C@@H:11]1[CH2:12][N:13]([C:43]([O:45]C(C)(C)C)=O)[CH2:14]2)=[O:9])([CH3:6])[CH3:5].[CH3:52]CN(C(C)C)C(C)C.C(Cl)(C)=O. Product: [Cl:51][C:3]([Cl:50])([Cl:2])[C:4]([O:7][C:8]([N:10]1[C@H:15]2[C:16]([C:38]([O:40][CH2:41][CH3:42])=[O:39])=[C:17]([C:19]3[CH:20]=[N:21][C:22]([O:25][CH2:26][CH2:27][O:28][C:29]4[C:34]([Cl:35])=[CH:33][C:32]([CH3:36])=[CH:31][C:30]=4[Cl:37])=[CH:23][CH:24]=3)[CH2:18][C@@H:11]1[CH2:12][N:13]([C:43](=[O:45])[CH3:52])[CH2:14]2)=[O:9])([CH3:6])[CH3:5]. The catalyst class is: 2. (7) Reactant: [NH2:1][C:2]1[N:10]=[C:9]([O:11][CH2:12][CH2:13][O:14][CH3:15])[N:8]=[C:7]2[C:3]=1[N:4]=[CH:5][N:6]2[CH2:16][C:17]1[CH:18]=[C:19]([CH:22]=[CH:23][CH:24]=1)[C:20]#[N:21].BrN1[C:30](=[O:31])CCC1=O. Product: [NH2:1][C:2]1[N:10]=[C:9]([O:11][CH2:12][CH2:13][O:14][CH3:15])[N:8]=[C:7]2[C:3]=1[N:4]=[C:5]([O:31][CH3:30])[N:6]2[CH2:16][C:17]1[CH:18]=[C:19]([CH:22]=[CH:23][CH:24]=1)[C:20]#[N:21]. The catalyst class is: 115. (8) Reactant: [C:1]([Si:5]([CH3:28])([CH3:27])[O:6][C@H:7]1[CH2:15][CH2:14][CH2:13][C@@:12]2([CH3:16])[C@H:8]1[CH2:9][CH2:10][C@@H:11]2[C@H:17]([CH2:25]I)[CH2:18][CH2:19][CH2:20][C:21]([CH3:24])([OH:23])[CH3:22])([CH3:4])([CH3:3])[CH3:2].[C:29]1([S:35]([O-])(=[O:37])=[O:36])[CH:34]=[CH:33][CH:32]=[CH:31][CH:30]=1.[Na+].C(OCC)(=O)C.CCCCCC. Product: [C:29]1([S:35]([CH2:25][C@@H:17]([C@@H:11]2[C@:12]3([CH3:16])[C@H:8]([C@@H:7]([O:6][Si:5]([C:1]([CH3:4])([CH3:3])[CH3:2])([CH3:28])[CH3:27])[CH2:15][CH2:14][CH2:13]3)[CH2:9][CH2:10]2)[CH2:18][CH2:19][CH2:20][C:21]([CH3:24])([OH:23])[CH3:22])(=[O:37])=[O:36])[CH:34]=[CH:33][CH:32]=[CH:31][CH:30]=1. The catalyst class is: 9. (9) Reactant: [Cl:1][C:2]1[N:9]=[CH:8][C:7]([C:10]2[CH:15]=[CH:14][C:13]([O:16][CH3:17])=[CH:12][CH:11]=2)=[CH:6][C:3]=1[CH:4]=[O:5].N1C=CN=C1.[C:23]1(=[O:28])[CH2:27][CH2:26][CH:25]=[CH:24]1. Product: [Cl:1][C:2]1[C:3]([CH:4]([OH:5])[C:24]2[C:23](=[O:28])[CH2:27][CH2:26][CH:25]=2)=[CH:6][C:7]([C:10]2[CH:15]=[CH:14][C:13]([O:16][CH3:17])=[CH:12][CH:11]=2)=[CH:8][N:9]=1. The catalyst class is: 24. (10) Reactant: Br[C:2]1[NH:20][C:5]2[N:6]=[CH:7][N:8]=[C:9]([NH:10][C:11]3[CH:12]=[C:13]4[C:17](=[CH:18][CH:19]=3)[NH:16][N:15]=[CH:14]4)[C:4]=2[CH:3]=1.[CH3:21][C:22]1(C)[C:26](C)(C)OB(C(C)=C)O1.C(=O)([O-])[O-].[K+].[K+]. Product: [NH:16]1[C:17]2[C:13](=[CH:12][C:11]([NH:10][C:9]3[C:4]4[CH:3]=[C:2]([C:22]([CH3:26])=[CH2:21])[NH:20][C:5]=4[N:6]=[CH:7][N:8]=3)=[CH:19][CH:18]=2)[CH:14]=[N:15]1. The catalyst class is: 9.